Dataset: Reaction yield outcomes from USPTO patents with 853,638 reactions. Task: Predict the reaction yield, written as a fraction of the theoretical maximum amount of product (1.0 means a 100% yield; for example, 0.34 means a 34% yield). The reactants are Br[C:2]1[CH:10]=[C:9]2[C:5]([CH:6]=[CH:7][NH:8]2)=[CH:4][CH:3]=1.[H-].[K+].C([Li])(C)(C)C.[B:18](OCCCC)([O:24]CCCC)[O:19]CCCC.Cl. The catalyst is C1COCC1. The product is [NH:8]1[C:9]2[C:5](=[CH:4][CH:3]=[C:2]([B:18]([OH:24])[OH:19])[CH:10]=2)[CH:6]=[CH:7]1. The yield is 0.680.